This data is from Reaction yield outcomes from USPTO patents with 853,638 reactions. The task is: Predict the reaction yield, written as a fraction of the theoretical maximum amount of product (1.0 means a 100% yield; for example, 0.34 means a 34% yield). (1) The reactants are [CH3:1][O:2][CH2:3][C:4](Cl)=[O:5].[Cl:7][C:8]1[C:13]([C:14]([F:17])([F:16])[F:15])=[CH:12][N:11]=[C:10]2[NH:18][CH:19]=[C:20]([NH2:21])[C:9]=12.[Li+].[OH-]. The catalyst is N1C=CC=CC=1.C1COCC1. The product is [Cl:7][C:8]1[C:13]([C:14]([F:17])([F:15])[F:16])=[CH:12][N:11]=[C:10]2[NH:18][CH:19]=[C:20]([NH:21][C:4](=[O:5])[CH2:3][O:2][CH3:1])[C:9]=12. The yield is 0.980. (2) The reactants are [Cl-:1].O[NH3+:3].[C:4](=[O:7])([O-])[OH:5].[Na+].CS(C)=O.[CH3:13][N:14]1[C:18]2[CH:19]=[CH:20][CH:21]=[CH:22][C:17]=2[N:16]=[C:15]1[CH2:23][N:24]1[C:29](=[O:30])[C:28]([CH2:31][C:32]2[CH:37]=[CH:36][C:35]([C:38]3[C:39]([C:44]#[N:45])=[CH:40][CH:41]=[CH:42][CH:43]=3)=[CH:34][CH:33]=2)=[C:27]([CH2:46][CH2:47][CH3:48])[N:26]2[N:49]=[CH:50][N:51]=[C:25]12. The catalyst is C(OCC)(=O)C. The product is [ClH:1].[CH3:13][N:14]1[C:18]2[CH:19]=[CH:20][CH:21]=[CH:22][C:17]=2[N:16]=[C:15]1[CH2:23][N:24]1[C:29](=[O:30])[C:28]([CH2:31][C:32]2[CH:33]=[CH:34][C:35]([C:38]3[CH:43]=[CH:42][CH:41]=[CH:40][C:39]=3[C:44]3[NH:3][C:4](=[O:7])[O:5][N:45]=3)=[CH:36][CH:37]=2)=[C:27]([CH2:46][CH2:47][CH3:48])[N:26]2[N:49]=[CH:50][N:51]=[C:25]12. The yield is 0.390. (3) The reactants are [C:1]([O:5][C:6]([NH:8][C@@H:9]([CH:13]([CH3:15])[CH3:14])[C:10]([OH:12])=O)=[O:7])([CH3:4])([CH3:3])[CH3:2].CN(C(ON1N=NC2C=CC=CC1=2)=[N+](C)C)C.[B-](F)(F)(F)F.CN1CCOCC1.Cl.[CH3:46][C:47]1([OH:51])[CH2:50][NH:49][CH2:48]1. The catalyst is CN(C=O)C. The product is [OH:51][C:47]1([CH3:46])[CH2:50][N:49]([C:10](=[O:12])[C@@H:9]([NH:8][C:6](=[O:7])[O:5][C:1]([CH3:2])([CH3:3])[CH3:4])[CH:13]([CH3:15])[CH3:14])[CH2:48]1. The yield is 1.00. (4) The reactants are [NH:1]1[CH2:6][CH2:5][O:4][CH2:3][CH2:2]1.[S:7](N)([NH2:10])(=[O:9])=[O:8]. The catalyst is O1CCCC1. The product is [N:1]1([S:7]([NH2:10])(=[O:9])=[O:8])[CH2:6][CH2:5][O:4][CH2:3][CH2:2]1. The yield is 0.0800. (5) The reactants are [Cl:1][C:2]1[N:7]=[C:6]([N:8]2[CH2:13][CH2:12][O:11][CH2:10][CH:9]2[C:14]([NH:16][CH:17]2[CH2:19][CH2:18]2)=[O:15])[C:5](F)=[CH:4][N:3]=1.CN(C=O)C.C([O-])([O-])=O.[Cs+].[Cs+]. The catalyst is O. The product is [Cl:1][C:2]1[N:3]=[CH:4][C:5]2[N:16]([CH:17]3[CH2:19][CH2:18]3)[C:14](=[O:15])[CH:9]3[CH2:10][O:11][CH2:12][CH2:13][N:8]3[C:6]=2[N:7]=1. The yield is 0.399. (6) The yield is 0.496. The product is [Br:1][C:2]1[C:3]([N:20]2[CH2:25][CH2:24][CH2:23][C@@H:22]([NH:26][C:27](=[O:33])[O:28][C:29]([CH3:31])([CH3:30])[CH3:32])[CH2:21]2)=[C:4]2[C:10]([NH:11][C:12]([C@@H:14]3[CH2:18][CH2:17][CH2:16][O:15]3)=[O:13])=[CH:9][NH:8][C:5]2=[N:6][CH:7]=1. The catalyst is CCCCO. The reactants are [Br:1][C:2]1[C:3](F)=[C:4]2[C:10]([NH:11][C:12]([C@@H:14]3[CH2:18][CH2:17][CH2:16][O:15]3)=[O:13])=[CH:9][NH:8][C:5]2=[N:6][CH:7]=1.[NH:20]1[CH2:25][CH2:24][CH2:23][C@@H:22]([NH:26][C:27](=[O:33])[O:28][C:29]([CH3:32])([CH3:31])[CH3:30])[CH2:21]1.C(N(C(C)C)C(C)C)C. (7) The reactants are C1N=CN(C(N2C=NC=C2)=O)C=1.[C:13]([OH:22])(=[O:21])[C:14]1[C:15](=[CH:17][CH:18]=[CH:19][CH:20]=1)[OH:16].[CH:23](O)([CH3:25])[CH3:24].O. The catalyst is CN(C=O)C. The product is [OH:16][C:15]1[CH:17]=[CH:18][CH:19]=[CH:20][C:14]=1[C:13]([O:22][CH:23]([CH3:25])[CH3:24])=[O:21]. The yield is 0.540. (8) The reactants are [CH3:1][O:2][C:3]1[C:4]([CH:24]=[C:25]([CH3:27])[CH3:26])=[CH:5][C:6]2[C:12]3[N:13]([C:19]4[S:20][CH:21]=[CH:22][CH:23]=4)[N:14]=[C:15]([C:16]([OH:18])=O)[C:11]=3[CH2:10][O:9][C:7]=2[CH:8]=1.[C:28]([NH:32][CH3:33])([CH3:31])([CH3:30])[CH3:29].CN(C(ON1N=NC2C=CC=NC1=2)=[N+](C)C)C.F[P-](F)(F)(F)(F)F.C(N(C(C)C)CC)(C)C. The catalyst is C(Cl)Cl. The product is [C:28]([N:32]([CH3:33])[C:16]([C:15]1[C:11]2[CH2:10][O:9][C:7]3[CH:8]=[C:3]([O:2][CH3:1])[C:4]([CH:24]=[C:25]([CH3:27])[CH3:26])=[CH:5][C:6]=3[C:12]=2[N:13]([C:19]2[S:20][CH:21]=[CH:22][CH:23]=2)[N:14]=1)=[O:18])([CH3:31])([CH3:30])[CH3:29]. The yield is 0.900.